This data is from Catalyst prediction with 721,799 reactions and 888 catalyst types from USPTO. The task is: Predict which catalyst facilitates the given reaction. Reactant: C(OC([N:8]1[CH2:13][CH2:12][N:11]([CH2:14][C:15]2[N:20]=[C:19]([C:21]3[CH:26]=[CH:25][N:24]=[C:23]([NH:27][CH:28]4[CH2:33][CH2:32][CH2:31][CH2:30][CH2:29]4)[CH:22]=3)[CH:18]=[CH:17][CH:16]=2)[CH2:10][CH2:9]1)=O)(C)(C)C. Product: [CH:28]1([NH:27][C:23]2[CH:22]=[C:21]([C:19]3[CH:18]=[CH:17][CH:16]=[C:15]([CH2:14][N:11]4[CH2:12][CH2:13][NH:8][CH2:9][CH2:10]4)[N:20]=3)[CH:26]=[CH:25][N:24]=2)[CH2:33][CH2:32][CH2:31][CH2:30][CH2:29]1. The catalyst class is: 137.